Dataset: Catalyst prediction with 721,799 reactions and 888 catalyst types from USPTO. Task: Predict which catalyst facilitates the given reaction. (1) Reactant: Cl[CH2:2][CH2:3][O:4][C:5]([CH3:9])([CH3:8])[C:6]#[N:7].[Na+].[I-].[NH2:12][OH:13].[C:14]([C:21]([O:23][CH2:24][CH3:25])=[O:22])#[C:15][C:16]([O:18][CH2:19][CH3:20])=[O:17]. Product: [CH2:19]([O:18][C:16](=[O:17])[CH2:15][C:14]1([C:21]([O:23][CH2:24][CH3:25])=[O:22])[O:13][N:12]2[C:6]([C:5]([CH3:9])([CH3:8])[O:4][CH2:3][CH2:2]2)=[N:7]1)[CH3:20]. The catalyst class is: 162. (2) Reactant: [CH3:1][O:2][CH2:3][CH2:4][N:5]1[C:9]([C:10](OCC)=[O:11])=[CH:8][N:7]=[N:6]1.CCO. Product: [CH3:1][O:2][CH2:3][CH2:4][N:5]1[C:9]([CH2:10][OH:11])=[CH:8][N:7]=[N:6]1. The catalyst class is: 6. (3) Reactant: [ClH:1].Cl.C([CH:5]1[CH2:33][CH2:32][CH2:31][C:6]1([C:34]([OH:36])=[O:35])[N:7]([S:13]([C:16]1[CH:25]=[C:24]2[C:19]([C:20]([Br:30])=[CH:21][N:22]=[C:23]2[NH:26][C:27]([NH2:29])=[NH:28])=[CH:18][CH:17]=1)(=[O:15])=[O:14])[CH2:8][CH2:9][N:10]([CH3:12])[CH3:11])C.[OH-].[Na+].Cl. Product: [ClH:1].[ClH:1].[Br:30][C:20]1[C:19]2[C:24](=[CH:25][C:16]([S:13]([N:7]([CH2:8][CH2:9][N:10]([CH3:12])[CH3:11])[C:6]3([C:34]([OH:36])=[O:35])[CH2:31][CH2:32][CH2:33][CH2:5]3)(=[O:14])=[O:15])=[CH:17][CH:18]=2)[C:23]([NH:26][C:27]([NH2:29])=[NH:28])=[N:22][CH:21]=1. The catalyst class is: 14. (4) Reactant: N1C=CC=CC=1.Cl.[NH2:8][OH:9].[CH3:10][S:11]([NH:14][C:15]1[CH:16]=[C:17]2[C:40](=[CH:41][CH:42]=1)[O:39][C:20]1([CH2:25][CH2:24][N:23]([CH2:26][CH2:27][O:28][CH2:29][CH2:30][NH:31][C:32](=[O:38])[O:33][C:34]([CH3:37])([CH3:36])[CH3:35])[CH2:22][CH2:21]1)[CH2:19][C:18]2=O)(=[O:13])=[O:12]. Product: [OH:9][N:8]=[C:18]1[C:17]2[C:40](=[CH:41][CH:42]=[C:15]([NH:14][S:11]([CH3:10])(=[O:13])=[O:12])[CH:16]=2)[O:39][C:20]2([CH2:25][CH2:24][N:23]([CH2:26][CH2:27][O:28][CH2:29][CH2:30][NH:31][C:32](=[O:38])[O:33][C:34]([CH3:35])([CH3:36])[CH3:37])[CH2:22][CH2:21]2)[CH2:19]1. The catalyst class is: 138. (5) Product: [C:17]1([S:23]([N:3]2[CH2:8][CH2:7][C:6](=[O:9])[CH2:5][CH2:4]2)(=[O:25])=[O:24])[CH:22]=[CH:21][CH:20]=[CH:19][CH:18]=1. Reactant: Cl.O.[NH:3]1[CH2:8][CH2:7][C:6](=[O:9])[CH2:5][CH2:4]1.C(N(CC)CC)C.[C:17]1([S:23](Cl)(=[O:25])=[O:24])[CH:22]=[CH:21][CH:20]=[CH:19][CH:18]=1. The catalyst class is: 2. (6) Reactant: [CH:1]1([CH2:4][N:5]2[C:9]3[CH:10]=[CH:11][C:12]([S:14]([CH2:17][C:18]([CH3:21])([NH2:20])[CH3:19])(=[O:16])=[O:15])=[CH:13][C:8]=3[N:7]=[C:6]2[CH2:22][C:23]([CH3:26])([CH3:25])[CH3:24])[CH2:3][CH2:2]1.C([N:29]([CH2:32]C)CC)C.ClC(OC1C=CC([N+]([O-])=O)=CC=1)=[O:36].[OH-].[NH4+]. Product: [CH:1]1([CH2:4][N:5]2[C:9]3[CH:10]=[CH:11][C:12]([S:14]([CH2:17][C:18]([NH:20][C:32]([NH2:29])=[O:36])([CH3:19])[CH3:21])(=[O:16])=[O:15])=[CH:13][C:8]=3[N:7]=[C:6]2[CH2:22][C:23]([CH3:26])([CH3:25])[CH3:24])[CH2:2][CH2:3]1. The catalyst class is: 4. (7) Reactant: [CH:1]([C:4]1[CH:9]=[CH:8][C:7]([C:10]([C:12]2[CH:17]=[C:16]([O:18][CH2:19][C:20]#[CH:21])[CH:15]=[CH:14][C:13]=2[NH:22][CH2:23][C:24]2[NH:28][N:27]=[N:26][N:25]=2)=[O:11])=[CH:6][CH:5]=1)([CH3:3])[CH3:2].[C:29]([O-:32])([O-])=O.[K+].[K+].Cl[CH2:36][C:37]#N. Product: [CH:1]([C:4]1[CH:5]=[CH:6][C:7]([C:10]([C:12]2[CH:17]=[C:16]([O:18][CH2:19][C:20]#[CH:21])[CH:15]=[CH:14][C:13]=2[NH:22][CH2:23][C:24]2[N:25]=[N:26][N:27]([CH2:36][CH2:37][O:32][CH3:29])[N:28]=2)=[O:11])=[CH:8][CH:9]=1)([CH3:3])[CH3:2]. The catalyst class is: 573. (8) Reactant: C([O:8][C:9](=[O:33])[C@@H:10]([NH:25][C:26]([O:28][C:29]([CH3:32])([CH3:31])[CH3:30])=[O:27])[CH2:11][CH2:12][C:13]1[N:14](CC2C=CC=CC=2)[NH:15][NH:16][N:17]=1)C1C=CC=CC=1. Product: [C:29]([O:28][C:26]([NH:25][C@@H:10]([CH2:11][CH2:12][C:13]1[N:14]=[N:15][NH:16][N:17]=1)[C:9]([OH:33])=[O:8])=[O:27])([CH3:32])([CH3:30])[CH3:31]. The catalyst class is: 78. (9) Product: [Cl:3][C:4]1[CH:9]=[C:8]([CH:7]=[C:6]([CH3:27])[N:5]=1)[C:10]([NH:12][CH:13]([NH:15][C:16]1[CH:26]=[CH:25][C:19]2[O:20][C:21]([F:24])([F:23])[O:22][C:18]=2[CH:17]=1)[S:14][CH3:28])=[O:11]. The catalyst class is: 1. Reactant: [H-].[Na+].[Cl:3][C:4]1[CH:9]=[C:8]([C:10]([NH:12][C:13]([NH:15][C:16]2[CH:26]=[CH:25][C:19]3[O:20][C:21]([F:24])([F:23])[O:22][C:18]=3[CH:17]=2)=[S:14])=[O:11])[CH:7]=[C:6]([CH3:27])[N:5]=1.[CH3:28]I.O. (10) Reactant: [N+:1]([C:4]1[C:12]2[O:11][C:10]([NH:13][CH:14]3[CH2:19][CH2:18][NH:17][CH2:16][CH2:15]3)=[N:9][C:8]=2[CH:7]=[CH:6][CH:5]=1)([O-:3])=[O:2].[CH2:20]([O:22][C:23]1[CH:24]=[C:25]([CH:28]=[CH:29][C:30]=1[O:31][CH3:32])[CH:26]=O)[CH3:21].C(N(C(C)C)C(C)C)C.C(O)(=O)C.C([BH3-])#N.[Na+].C(=O)([O-])[O-].[Na+].[Na+]. Product: [CH2:20]([O:22][C:23]1[CH:24]=[C:25]([CH:28]=[CH:29][C:30]=1[O:31][CH3:32])[CH2:26][N:17]1[CH2:18][CH2:19][CH:14]([NH:13][C:10]2[O:11][C:12]3[C:4]([N+:1]([O-:3])=[O:2])=[CH:5][CH:6]=[CH:7][C:8]=3[N:9]=2)[CH2:15][CH2:16]1)[CH3:21]. The catalyst class is: 14.